From a dataset of Forward reaction prediction with 1.9M reactions from USPTO patents (1976-2016). Predict the product of the given reaction. (1) Given the reactants Cl[C:2]1[N:10]=[CH:9][N:8]=[C:7]2[C:3]=1[NH:4][CH:5]=[N:6]2.[NH:11]1[CH2:16][CH2:15][NH:14][CH2:13][CH2:12]1, predict the reaction product. The product is: [N:11]1([C:9]2[N:8]=[C:7]3[C:3]([NH:4][CH:5]=[N:6]3)=[CH:2][N:10]=2)[CH2:16][CH2:15][NH:14][CH2:13][CH2:12]1. (2) Given the reactants [F:1][C:2]1[CH:10]=[CH:9][CH:8]=[C:7]2[C:3]=1[CH:4]=[CH:5][N:6]2[C@@H:11]1[O:28][C@H:27]([CH2:29][O:30]C(=O)C)[C@@H:22]([O:23]C(=O)C)[C@H:17]([O:18]C(=O)C)[C@H:12]1[O:13]C(=O)C.[Cl:34][CH2:35][CH2:36][O:37][C:38]1[CH:46]=[CH:45][C:41]([C:42](Cl)=O)=[CH:40][CH:39]=1, predict the reaction product. The product is: [Cl:34][CH2:35][CH2:36][O:37][C:38]1[CH:46]=[CH:45][C:41]([CH2:42][C:4]2[C:3]3[C:7](=[CH:8][CH:9]=[CH:10][C:2]=3[F:1])[N:6]([C@@H:11]3[O:28][C@H:27]([CH2:29][OH:30])[C@@H:22]([OH:23])[C@H:17]([OH:18])[C@H:12]3[OH:13])[CH:5]=2)=[CH:40][CH:39]=1.